From a dataset of CYP3A4 inhibition data for predicting drug metabolism from PubChem BioAssay. Regression/Classification. Given a drug SMILES string, predict its absorption, distribution, metabolism, or excretion properties. Task type varies by dataset: regression for continuous measurements (e.g., permeability, clearance, half-life) or binary classification for categorical outcomes (e.g., BBB penetration, CYP inhibition). Dataset: cyp3a4_veith. The drug is Cn1c(=O)c2c3c(sc2n2cnnc12)CCC3. The result is 0 (non-inhibitor).